From a dataset of Peptide-MHC class I binding affinity with 185,985 pairs from IEDB/IMGT. Regression. Given a peptide amino acid sequence and an MHC pseudo amino acid sequence, predict their binding affinity value. This is MHC class I binding data. The peptide sequence is YLSDSDNIK. The MHC is HLA-A11:01 with pseudo-sequence HLA-A11:01. The binding affinity (normalized) is 0.163.